Dataset: Catalyst prediction with 721,799 reactions and 888 catalyst types from USPTO. Task: Predict which catalyst facilitates the given reaction. (1) Reactant: [C:1]([O:5][C:6](=[O:36])[NH:7][C:8]1[CH:13]=[CH:12][CH:11]=[CH:10][C:9]=1[NH:14][CH2:15][C:16]1[CH:21]=[CH:20][C:19]([CH2:22][NH:23][C:24]2[S:25][C:26]3[CH:32]=[C:31]([N+:33]([O-])=O)[CH:30]=[CH:29][C:27]=3[N:28]=2)=[CH:18][CH:17]=1)([CH3:4])([CH3:3])[CH3:2].O.O.[Sn](Cl)Cl.C([O-])(=[O:44])C.[NH4+]. Product: [C:1]([O:5][C:6](=[O:36])[NH:7][C:8]1[CH:13]=[CH:12][CH:11]=[CH:10][C:9]=1[NH:14][C:15](=[O:44])[C:16]1[CH:21]=[CH:20][C:19]([CH2:22][NH:23][C:24]2[S:25][C:26]3[CH:32]=[C:31]([NH2:33])[CH:30]=[CH:29][C:27]=3[N:28]=2)=[CH:18][CH:17]=1)([CH3:4])([CH3:3])[CH3:2]. The catalyst class is: 87. (2) Reactant: [C:1]([C:3]1[CH:8]=[CH:7][CH:6]=[CH:5][C:4]=1[C:9]1[CH:14]=[CH:13][C:12]([CH2:15][C:16]2[C:17](=[O:43])[N:18]([C@H:28]3[CH2:33][CH2:32][C@H:31]([O:34][CH:35]([CH2:41][CH3:42])C(OCC)=O)[CH2:30][CH2:29]3)[C:19]3[N:20]([N:25]=[CH:26][N:27]=3)[C:21]=2[CH2:22][CH2:23][CH3:24])=[CH:11][CH:10]=1)#[N:2].C[Mg]Br.Cl. Product: [CH2:41]([CH:35]([O:34][C@H:31]1[CH2:30][CH2:29][C@H:28]([N:18]2[C:17](=[O:43])[C:16]([CH2:15][C:12]3[CH:13]=[CH:14][C:9]([C:4]4[C:3]([C:1]#[N:2])=[CH:8][CH:7]=[CH:6][CH:5]=4)=[CH:10][CH:11]=3)=[C:21]([CH2:22][CH2:23][CH3:24])[N:20]3[N:25]=[CH:26][N:27]=[C:19]23)[CH2:33][CH2:32]1)[C:31]([OH:34])([CH3:32])[CH3:30])[CH3:42]. The catalyst class is: 7. (3) Reactant: [Br:1][C:2]1[CH:3]=[C:4]([CH:8]=[CH:9][C:10]=1[Cl:11])[C:5](Cl)=[O:6].[CH3:12][O:13][C:14](=[O:25])[CH2:15][CH2:16][CH2:17][C:18]1[CH:23]=[CH:22][CH:21]=[CH:20][C:19]=1[NH2:24].C(N(C(C)C)CC)(C)C. Product: [CH3:12][O:13][C:14](=[O:25])[CH2:15][CH2:16][CH2:17][C:18]1[CH:23]=[CH:22][CH:21]=[CH:20][C:19]=1[NH:24][C:5](=[O:6])[C:4]1[CH:8]=[CH:9][C:10]([Cl:11])=[C:2]([Br:1])[CH:3]=1. The catalyst class is: 2. (4) Reactant: [C:1]([O:5][C:6]([N:8]1[CH2:13][CH2:12][N:11]([C:14]2[CH:19]=[C:18]([NH2:20])[C:17]([NH2:21])=[CH:16][C:15]=2[C:22](=[O:33])[NH:23][C:24]2[CH:32]=[C:31]3[C:27]([CH:28]=[N:29][NH:30]3)=[CH:26][CH:25]=2)[CH2:10][CH2:9]1)=[O:7])([CH3:4])([CH3:3])[CH3:2].[N:34]([C:37]1[C:42]([CH3:43])=[CH:41][CH:40]=[CH:39][N:38]=1)=[C:35]=S. Product: [C:1]([O:5][C:6]([N:8]1[CH2:13][CH2:12][N:11]([C:14]2[C:15]([C:22](=[O:33])[NH:23][C:24]3[CH:32]=[C:31]4[C:27]([CH:28]=[N:29][NH:30]4)=[CH:26][CH:25]=3)=[CH:16][C:17]3[N:21]=[C:35]([NH:34][C:37]4[C:42]([CH3:43])=[CH:41][CH:40]=[CH:39][N:38]=4)[NH:20][C:18]=3[CH:19]=2)[CH2:10][CH2:9]1)=[O:7])([CH3:4])([CH3:2])[CH3:3]. The catalyst class is: 344. (5) Reactant: C([O-])(=O)C.[K+].Br[C:7]1[CH:12]=[CH:11][C:10]([N:13]2[N:17]=[C:16]([CH3:18])[CH:15]=[N:14]2)=[CH:9][CH:8]=1.[CH3:19][C:20]1([CH3:36])[C:24]([CH3:26])([CH3:25])[O:23][B:22]([B:22]2[O:23][C:24]([CH3:26])([CH3:25])[C:20]([CH3:36])([CH3:19])[O:21]2)[O:21]1. Product: [CH3:18][C:16]1[CH:15]=[N:14][N:13]([C:10]2[CH:11]=[CH:12][C:7]([B:22]3[O:23][C:24]([CH3:26])([CH3:25])[C:20]([CH3:36])([CH3:19])[O:21]3)=[CH:8][CH:9]=2)[N:17]=1. The catalyst class is: 75. (6) Reactant: [CH2:1]([NH:3][C:4](=[O:27])[O:5][CH2:6][CH:7]([C:17]1[CH:22]=[CH:21][CH:20]=[C:19]([C:23]([F:26])([F:25])[F:24])[CH:18]=1)[CH2:8][NH:9]C(OC(C)(C)C)=O)[CH3:2].[ClH:28]. Product: [ClH:28].[CH2:1]([NH:3][C:4](=[O:27])[O:5][CH2:6][CH:7]([C:17]1[CH:22]=[CH:21][CH:20]=[C:19]([C:23]([F:25])([F:26])[F:24])[CH:18]=1)[CH2:8][NH2:9])[CH3:2]. The catalyst class is: 12. (7) Reactant: [CH3:1][O:2][C:3]([NH:5][C@@H:6]([CH:24]([CH3:26])[CH3:25])[C:7]([N:9]1[CH2:13][CH2:12][CH2:11][C@H:10]1[C:14]([O:16]CC1C=CC=CC=1)=[O:15])=[O:8])=[O:4].C1COCC1. The catalyst class is: 194. Product: [CH3:1][O:2][C:3]([NH:5][C@@H:6]([CH:24]([CH3:26])[CH3:25])[C:7]([N:9]1[CH2:13][CH2:12][CH2:11][C@H:10]1[C:14]([OH:16])=[O:15])=[O:8])=[O:4]. (8) Reactant: [Cl:1][C:2]1[CH:23]=[C:22]([C:24]([F:27])([F:26])[F:25])[CH:21]=[CH:20][C:3]=1[CH2:4][N:5]1[C:9]([C:10](N(OC)C)=[O:11])=[CH:8][C:7]([O:16][CH2:17][O:18][CH3:19])=[N:6]1.[H-].C([Al+]CC(C)C)C(C)C.CO.[C@H](O)(C([O-])=O)[C@@H](O)C([O-])=O.[Na+].[K+]. Product: [Cl:1][C:2]1[CH:23]=[C:22]([C:24]([F:27])([F:25])[F:26])[CH:21]=[CH:20][C:3]=1[CH2:4][N:5]1[C:9]([CH:10]=[O:11])=[CH:8][C:7]([O:16][CH2:17][O:18][CH3:19])=[N:6]1. The catalyst class is: 207.